This data is from Drug-target binding data from BindingDB using IC50 measurements. The task is: Regression. Given a target protein amino acid sequence and a drug SMILES string, predict the binding affinity score between them. We predict pIC50 (pIC50 = -log10(IC50 in M); higher means more potent). Dataset: bindingdb_ic50. (1) The drug is CSCC[C@H](NC(=O)[C@H](Cc1cc(C)c(O)cc1C)NC(=O)[C@@H](NC(=O)[C@H](CS)NC=O)C(C)C)C(=O)O. The target protein (P29702) has sequence MAAADGVGEAAQGGDPGQPEPPPPPQPHPPPPPPQPPQEEAAAASPIDDGFLSLDSPTYVLYRDRPEWADIDPVPQNDGPNPVVQIIYSEKFQDVYDYFRAVLQRDERSERAFKLTRDAIELNAANYTVWHFRRVLLKSLQKDLHEEMNYISAIIEEQPKNYQVWHHRRVLVEWLRDPSQELEFIADILTQDAKNYHAWQHRQWVIQEFKLWDNELQYVDQLLKEDVRNNSVWNQRYFVISNTTGYNDRAILEREVQYTLEMIKLVPHNESAWNYLKGILQDRGLSKYPNLLNQLLDLQPSHSSPYLIAFLVDIYEDMLENQCDNKEDILNKALELCEILAKEKDTIRKEYWRYIGRSLQSKHSTESDPPTNVQQ. The pIC50 is 5.3. (2) The compound is O=C(Nc1cccc(Cl)c1Cl)N1CCn2c(c(O)n([C@H]3C[C@@H]3c3ccccc3)c2=O)C1. The target protein (Q99835) has sequence MAAARPARGPELPLLGLLLLLLLGDPGRGAASSGNATGPGPRSAGGSARRSAAVTGPPPPLSHCGRAAPCEPLRYNVCLGSVLPYGATSTLLAGDSDSQEEAHGKLVLWSGLRNAPRCWAVIQPLLCAVYMPKCENDRVELPSRTLCQATRGPCAIVERERGWPDFLRCTPDRFPEGCTNEVQNIKFNSSGQCEVPLVRTDNPKSWYEDVEGCGIQCQNPLFTEAEHQDMHSYIAAFGAVTGLCTLFTLATFVADWRNSNRYPAVILFYVNACFFVGSIGWLAQFMDGARREIVCRADGTMRLGEPTSNETLSCVIIFVIVYYALMAGVVWFVVLTYAWHTSFKALGTTYQPLSGKTSYFHLLTWSLPFVLTVAILAVAQVDGDSVSGICFVGYKNYRYRAGFVLAPIGLVLIVGGYFLIRGVMTLFSIKSNHPGLLSEKAASKINETMLRLGIFGFLAFGFVLITFSCHFYDFFNQAEWERSFRDYVLCQANVTIGLPT.... The pIC50 is 6.4. (3) The drug is CCc1nc(C(N)=O)c(Nc2ccc(N3CCC(N4CCN(C)CC4)CC3)c(C)c2)nc1NC1CCC(O)(C(C)C)CC1. The target protein sequence is MDGFAGSLDDSISAASTSDVQDRLSALESRVQQQEDEITVLKAALADVLRRLAISEDHVASVKKSVSSKGQPSPRAVIPMSCITNGSGANRKPSHTSAVSIAGKETLSSAAKSGTEKKKEKPQGQREKKEESHSNDQSPQIRASPSPQPSSQPLQIHRQTPESKNATPTKSIKRPSPAEKSHNSWENSDDSRNKLSKIPSTPKLIPKVTKTADKHKDVIINQAKMSTREKNSQVYRRKHQELQAMQMELQSPEYKLSKLRTSTIMTDYNPNYCFAGKTSSISDLKEVPRKNITLIRGLGHGAFGEVYEGQVSGMPNDPSPLQVAVKTLPEVCSEQDELDFLMEALIISKFNHQNIVRCIGVSLQSLPRFILLELMAGGDLKSFLRETRPRPSQPSSLAMLDLLHVARDIACGCQYLEENHFIHRDIAARNCLLTCPGPGRVAKIGDFGMARDIYRASYYRKGGCAMLPVKWMPPEAFMEGIFTSKTDTWSFGVLLWEIFS.... The pIC50 is 8.4. (4) The drug is Oc1cc(CCCc2ccccc2)ccc1Oc1ccc(Cl)cc1Cl. The target protein sequence is MNKISQRLLFLFLHFYTTVCFIQNNTQKTFHNVLQNEQIRGKEKAFYRKEKRENIFIGNKMKHVHNMNNTHNNNHYMEKEEQDASNINKIKEENKNEDICFIAGIGDTNGYGWGIAKELSKRNVKIIFGIWPPVYNIFMKNYKNGKFDNDMIIDKDKKMNILDMLPFDASFDTANDIDEETKNNKRYNMLQNYTIEDVANLIHQKYGKINMLVHSLANAKEVQKDLLNTSRKGYLDALSKSSYSLISLCKYFVNIMKPQSSIISLTYHASQKVVPGYGGGMSSAKAALESDTRVLAYHLGRNYNIRINTISAGPLKSRAATAINKLNNTYENNTNQNKNRNRHDVHNIMNNSGEKEEKKISASQNYTFIDYAIEYSEKYAPLRQKLLSTDIGSVASFLLSRESRAITGQTIYVDNGLNIMFLPDDIYRNENE. The pIC50 is 6.4. (5) The drug is Brc1ccc(C2CC(c3ccco3)=Nc3ccccc3S2)cc1. The target protein (P59071) has sequence SLLEFGKMILEETGKLAIPSYSSYGCYCGWGGKGTPKDATDRCCFVHDCCYGNLPDCNPKSDRYKYKRVNGAIVCEKGTSCENRICECDKAAAICFRQNLNTYSKKYMLYPDFLCKGELKC. The pIC50 is 4.6. (6) The target protein (P03474) has sequence MLPSTVQTLTLLLTSGGVLLSLYVSASLSYLLYSDVLLKFSSTKTTAPTMSLECTNASNAQTVNHSATKEMTFPPPEPEWTYPRLSCQGSTFQKALLISPHRFGEIKGNSAPLIIREPFVACGPKECRHFALTHYAAQPGGYYNGTRKDRNKLRHLVSVKLGKIPTVENSIFHMAAWSGSACHDGREWTYIGVDGPDNDALVKIKYGEAYTDTYHSYAHNILRTQESACNCIGGDCYLMITDGSASGISKCRFLKIREGRIIKEILPTGRVEHTEECTCGFASNKTIECACRDNSYTAKRPFVKLNVETDTAEIRLMCTKTYLDTPRPDDGSIAGPCESNGDKWLGGIKGGFVHQRMASKIGRWYSRTMSKTNRMGMELYVKYDGDPWTDSDALTLSGVMVSIEEPGWYSFGFEIKDKKCDVPCIGIEMVHDGGKDTWHSAATAIYCLMGSGQLLWDTVTGVDMAL. The pIC50 is 5.3. The compound is CCCN(C)C(=O)[C@@H]1OC(C(=O)O)=C[C@H](N=C(N)N)[C@H]1NC(C)=O.